Dataset: Catalyst prediction with 721,799 reactions and 888 catalyst types from USPTO. Task: Predict which catalyst facilitates the given reaction. (1) Reactant: [CH3:1][O:2][C:3]1[C:8]2[N:9]=[C:10]([NH2:12])[S:11][C:7]=2[C:6]([CH:13]2[CH2:18][CH2:17][O:16][CH2:15][CH2:14]2)=[CH:5][CH:4]=1.N1C=CC=CC=1.Cl[C:26](OC1C=CC=CC=1)=[O:27].[NH:35]1[CH2:40][CH2:39][O:38][CH2:37][CH2:36]1.C(=O)([O-])[O-].[Na+].[Na+]. Product: [CH3:1][O:2][C:3]1[C:8]2[N:9]=[C:10]([NH:12][C:26]([N:35]3[CH2:40][CH2:39][O:38][CH2:37][CH2:36]3)=[O:27])[S:11][C:7]=2[C:6]([CH:13]2[CH2:18][CH2:17][O:16][CH2:15][CH2:14]2)=[CH:5][CH:4]=1. The catalyst class is: 4. (2) Reactant: [O:1]1[CH2:6][CH2:5][CH2:4][CH2:3][CH2:2]1.[CH2:7]([OH:10])[CH2:8][OH:9].O.C1(C)C=CC(S(O)(=O)=O)=CC=1.C(=O)(O)[O-].[Na+]. Product: [O:9]1[C:4]2([CH2:5][CH2:6][O:1][CH2:2][CH2:3]2)[O:10][CH2:7][CH2:8]1. The catalyst class is: 48. (3) Reactant: [CH2:1]([O:3][C:4](=O)[C@H:5]([O:7][C:8]1[CH:13]=[C:12]([NH:14][S:15]([N:18]2[CH2:22][CH2:21][CH2:20][CH2:19]2)(=[O:17])=[O:16])[N:11]=[C:10]([S:23][CH2:24][C:25]2[CH:30]=[CH:29][CH:28]=[C:27]([F:31])[C:26]=2[F:32])[N:9]=1)[CH3:6])[CH3:2].[BH4-].[Li+]. Product: [CH3:2][CH2:1][O:3][CH2:4][CH3:5].[CH3:28][CH2:27][CH2:26][CH:25]([CH3:30])[CH3:24].[F:32][C:26]1[C:27]([F:31])=[CH:28][CH:29]=[CH:30][C:25]=1[CH2:24][S:23][C:10]1[N:11]=[C:12]([NH:14][S:15]([N:18]2[CH2:22][CH2:21][CH2:20][CH2:19]2)(=[O:16])=[O:17])[CH:13]=[C:8]([O:7][C@H:5]([CH3:6])[CH2:4][OH:3])[N:9]=1. The catalyst class is: 1. (4) Reactant: Cl[C:2]([O:4][C:5]1[CH:10]=[CH:9][CH:8]=[CH:7][CH:6]=1)=[O:3].[NH2:11][C:12]1([C:36]2[C:37]([O:42][CH2:43][CH3:44])=[N:38][CH:39]=[CH:40][CH:41]=2)[C:20]2[C:15](=[CH:16][CH:17]=[C:18]([Cl:21])[CH:19]=2)[N:14]([S:22]([C:25]2[CH:30]=[CH:29][C:28]([O:31][CH3:32])=[CH:27][C:26]=2[O:33][CH3:34])(=[O:24])=[O:23])[C:13]1=[O:35]. Product: [C:5]1([O:4][C:2](=[O:3])[NH:11][C:12]2([C:36]3[C:37]([O:42][CH2:43][CH3:44])=[N:38][CH:39]=[CH:40][CH:41]=3)[C:20]3[C:15](=[CH:16][CH:17]=[C:18]([Cl:21])[CH:19]=3)[N:14]([S:22]([C:25]3[CH:30]=[CH:29][C:28]([O:31][CH3:32])=[CH:27][C:26]=3[O:33][CH3:34])(=[O:24])=[O:23])[C:13]2=[O:35])[CH:10]=[CH:9][CH:8]=[CH:7][CH:6]=1. The catalyst class is: 272.